Dataset: Reaction yield outcomes from USPTO patents with 853,638 reactions. Task: Predict the reaction yield, written as a fraction of the theoretical maximum amount of product (1.0 means a 100% yield; for example, 0.34 means a 34% yield). The reactants are [H-].[H-].[H-].[H-].[Li+].[Al+3].CO[C:9](=O)[NH:10][CH2:11][CH2:12][CH:13]([C:20]1[CH:28]=[CH:27][CH:26]=[C:25]2[C:21]=1[CH:22]=[CH:23][NH:24]2)[C:14]1[CH:19]=[CH:18][CH:17]=[CH:16][CH:15]=1. The catalyst is C1COCC1. The product is [NH:24]1[C:25]2[C:21](=[C:20]([CH:13]([C:14]3[CH:15]=[CH:16][CH:17]=[CH:18][CH:19]=3)[CH2:12][CH2:11][NH:10][CH3:9])[CH:28]=[CH:27][CH:26]=2)[CH:22]=[CH:23]1. The yield is 0.750.